This data is from Reaction yield outcomes from USPTO patents with 853,638 reactions. The task is: Predict the reaction yield, written as a fraction of the theoretical maximum amount of product (1.0 means a 100% yield; for example, 0.34 means a 34% yield). The product is [OH:3][NH:2][C:26]([C:21]1[CH:20]=[CH:19][C:18]2[CH2:17][CH:16]([C:13]3[CH:14]=[CH:15][C:10]([O:9][CH3:8])=[CH:11][CH:12]=3)[CH2:25][CH2:24][C:23]=2[CH:22]=1)=[O:28]. The reactants are Cl.[NH2:2][OH:3].[OH-].[K+].NO.[CH3:8][O:9][C:10]1[CH:15]=[CH:14][C:13]([CH:16]2[CH2:25][CH2:24][C:23]3[CH:22]=[C:21]([C:26]([O:28]C)=O)[CH:20]=[CH:19][C:18]=3[CH2:17]2)=[CH:12][CH:11]=1.C(O)(=O)C. The catalyst is CO. The yield is 0.590.